Dataset: Catalyst prediction with 721,799 reactions and 888 catalyst types from USPTO. Task: Predict which catalyst facilitates the given reaction. The catalyst class is: 1. Reactant: [CH2:1]([N:8]([CH2:13][CH:14]([CH2:25][O:26][Si:27]([C:30]([CH3:33])([CH3:32])[CH3:31])([CH3:29])[CH3:28])[CH:15]([C:17]1[CH:22]=[CH:21][C:20]([Cl:23])=[C:19]([F:24])[CH:18]=1)[OH:16])[C:9](=[O:12])[CH2:10]Cl)[C:2]1[CH:7]=[CH:6][CH:5]=[CH:4][CH:3]=1.[OH-].[Na+]. Product: [CH2:1]([N:8]1[CH2:13][CH:14]([CH2:25][O:26][Si:27]([C:30]([CH3:33])([CH3:32])[CH3:31])([CH3:29])[CH3:28])[CH:15]([C:17]2[CH:22]=[CH:21][C:20]([Cl:23])=[C:19]([F:24])[CH:18]=2)[O:16][CH2:10][C:9]1=[O:12])[C:2]1[CH:7]=[CH:6][CH:5]=[CH:4][CH:3]=1.